This data is from Forward reaction prediction with 1.9M reactions from USPTO patents (1976-2016). The task is: Predict the product of the given reaction. (1) Given the reactants [N+:1]([C:4]1[NH:8][N:7]=[CH:6][CH:5]=1)([O-])=O.[CH2:9]1[CH:11]([CH2:12][C:13]([NH2:15])=[O:14])[CH2:10]1, predict the reaction product. The product is: [NH2:1][C:4]1[NH:8][N:7]=[CH:6][CH:5]=1.[CH2:10]1[CH:11]([CH2:12][C:13]([NH2:15])=[O:14])[CH2:9]1. (2) Given the reactants [NH2:1][C:2]1[N:3]=[CH:4][C:5]([C:18]2[CH:25]=[CH:24][C:21]([CH:22]=O)=[C:20]([CH3:26])[CH:19]=2)=[N:6][C:7]=1[NH:8][CH2:9][C:10]1[C:15]([Cl:16])=[CH:14][CH:13]=[CH:12][C:11]=1[Cl:17].[NH2:27][CH:28]1[CH2:33][CH2:32][N:31](C(OC(C)(C)C)=O)[C@@H:30]([C:41]([O:43][C:44]([CH3:47])([CH3:46])[CH3:45])=[O:42])[CH2:29]1, predict the reaction product. The product is: [NH2:1][C:2]1[N:3]=[CH:4][C:5]([C:18]2[CH:25]=[CH:24][C:21]([CH2:22][NH:27][CH:28]3[CH2:33][CH2:32][NH:31][C@@H:30]([C:41]([O:43][C:44]([CH3:45])([CH3:46])[CH3:47])=[O:42])[CH2:29]3)=[C:20]([CH3:26])[CH:19]=2)=[N:6][C:7]=1[NH:8][CH2:9][C:10]1[C:11]([Cl:17])=[CH:12][CH:13]=[CH:14][C:15]=1[Cl:16]. (3) Given the reactants [N+](C1C=C(C=CC=1)CNC(N)=O)([O-])=[O:2].[NH2:15][C:16]1[N:21]([CH2:22][C:23]2[CH:28]=[CH:27][CH:26]=[C:25]([N+:29]([O-])=O)[CH:24]=2)[C:20](=[O:32])[N:19]([CH3:33])[C:18](=[O:34])[CH:17]=1, predict the reaction product. The product is: [C:18]([OH:34])(=[O:2])[CH3:17].[NH2:15][C:16]1[N:21]([CH2:22][C:23]2[CH:28]=[CH:27][CH:26]=[C:25]([NH2:29])[CH:24]=2)[C:20](=[O:32])[N:19]([CH3:33])[C:18](=[O:34])[CH:17]=1. (4) Given the reactants [C:1]([O:5][C:6]([N:8]1[CH2:15][CH:14]2[CH:10]([CH2:11][CH:12]([C:16]([OH:18])=O)[CH2:13]2)[CH2:9]1)=[O:7])([CH3:4])([CH3:3])[CH3:2].Cl.[CH3:20][NH:21][O:22][CH3:23].C(N(C(C)C)CC)(C)C.F[P-](F)(F)(F)(F)F.N1(OC(N(C)C)=[N+](C)C)C2C=CC=CC=2N=N1.C(=O)(O)[O-].[Na+], predict the reaction product. The product is: [CH3:23][O:22][N:21]([CH3:20])[C:16]([CH:12]1[CH2:11][CH:10]2[CH:14]([CH2:15][N:8]([C:6]([O:5][C:1]([CH3:2])([CH3:3])[CH3:4])=[O:7])[CH2:9]2)[CH2:13]1)=[O:18]. (5) Given the reactants [C:1](#[N:5])[CH2:2][C:3]#[N:4].C(=O)([O-])[O-].[K+].[K+].Cl.[C:13]([N:17]1[CH:21]=[C:20]([CH2:22]Cl)[CH:19]=[N:18]1)([CH3:16])([CH3:15])[CH3:14].O, predict the reaction product. The product is: [C:13]([N:17]1[CH:21]=[C:20]([CH2:22][CH:2]([C:1]#[N:5])[C:3]#[N:4])[CH:19]=[N:18]1)([CH3:16])([CH3:15])[CH3:14].